Dataset: Reaction yield outcomes from USPTO patents with 853,638 reactions. Task: Predict the reaction yield, written as a fraction of the theoretical maximum amount of product (1.0 means a 100% yield; for example, 0.34 means a 34% yield). The reactants are Cl.[NH:2]1[CH2:7][CH2:6][CH2:5][C@@H:4]([NH2:8])[CH2:3]1.C(=O)([O-])[O-].[K+].[K+].[C:15](O[C:15]([O:17][C:18]([CH3:21])([CH3:20])[CH3:19])=[O:16])([O:17][C:18]([CH3:21])([CH3:20])[CH3:19])=[O:16]. The catalyst is CO. The product is [C:18]([O:17][C:15](=[O:16])[NH:8][CH:4]1[CH2:5][CH2:6][CH2:7][NH:2][CH2:3]1)([CH3:21])([CH3:20])[CH3:19]. The yield is 0.290.